From a dataset of Forward reaction prediction with 1.9M reactions from USPTO patents (1976-2016). Predict the product of the given reaction. (1) Given the reactants Br[C:2]1[CH:3]=[C:4]2[C:9](=[CH:10][CH:11]=1)[N:8]=[C:7]([C:12]([O:14][CH2:15][CH3:16])=[O:13])[CH:6]=[CH:5]2.[OH:17][C:18]1[CH:23]=[CH:22][C:21](B(O)O)=[CH:20][CH:19]=1.C1(P(C2C=CC=CC=2)C2C=CC=CC=2)C=CC=CC=1.P([O-])([O-])([O-])=O.[K+].[K+].[K+], predict the reaction product. The product is: [OH:17][C:18]1[CH:23]=[CH:22][C:21]([C:2]2[CH:3]=[C:4]3[C:9](=[CH:10][CH:11]=2)[N:8]=[C:7]([C:12]([O:14][CH2:15][CH3:16])=[O:13])[CH:6]=[CH:5]3)=[CH:20][CH:19]=1. (2) The product is: [OH:29][C@@H:24]1[C@@H:25]([CH2:27][OH:28])[CH2:26][N:22]([C:3]2[C:2]([B:30]3[O:34][C:33]([CH3:36])([CH3:35])[C:32]([CH3:38])([CH3:37])[O:31]3)=[CH:21][C:6]([C:7]([NH:9][C:10]3[CH:15]=[CH:14][C:13]([O:16][C:17]([F:20])([F:19])[F:18])=[CH:12][CH:11]=3)=[O:8])=[CH:5][N:4]=2)[CH2:23]1. Given the reactants Br[C:2]1[C:3]([N:22]2[CH2:26][C@H:25]([CH2:27][OH:28])[C@@H:24]([OH:29])[CH2:23]2)=[N:4][CH:5]=[C:6]([CH:21]=1)[C:7]([NH:9][C:10]1[CH:15]=[CH:14][C:13]([O:16][C:17]([F:20])([F:19])[F:18])=[CH:12][CH:11]=1)=[O:8].[B:30]1([B:30]2[O:34][C:33]([CH3:36])([CH3:35])[C:32]([CH3:38])([CH3:37])[O:31]2)[O:34][C:33]([CH3:36])([CH3:35])[C:32]([CH3:38])([CH3:37])[O:31]1.COC1C=CC=C(OC)C=1C1C=CC=CC=1P(C1CCCCC1)C1CCCCC1.[O-]P([O-])([O-])=O.[K+].[K+].[K+], predict the reaction product. (3) Given the reactants Cl[C:2]1[C:7]([C:8]#[N:9])=[CH:6][C:5]([C:10]2[CH:15]=[CH:14][C:13]([O:16][CH3:17])=[CH:12][CH:11]=2)=[C:4]([C:18]2[CH:23]=[CH:22][C:21]([O:24][CH3:25])=[CH:20][CH:19]=2)[N:3]=1.[CH3:26][O-:27].[Na+], predict the reaction product. The product is: [CH3:26][O:27][C:2]1[C:7]([C:8]#[N:9])=[CH:6][C:5]([C:10]2[CH:15]=[CH:14][C:13]([O:16][CH3:17])=[CH:12][CH:11]=2)=[C:4]([C:18]2[CH:23]=[CH:22][C:21]([O:24][CH3:25])=[CH:20][CH:19]=2)[N:3]=1. (4) Given the reactants ClC(OC(Cl)C)=O.[C:8]([O-:11])([OH:10])=O.[Na+].[CH2:13]([O:15][C:16]([C:18]1[CH:19]2[N:43](C)[CH:23]([CH2:24][C:25]=1[C:26]1[S:30][C:29]([CH2:31][O:32][CH2:33][CH2:34][O:35][Si](C(C)(C)C)(C)C)=[N:28][CH:27]=1)[CH2:22][N:21]([C:45]([O:47][C:48]([CH3:51])([CH3:50])[CH3:49])=[O:46])[CH2:20]2)=[O:17])[CH3:14].CCN(C(C)C)C(C)C.[CH3:61][C:62](OC(OC(O[C:62]([CH3:64])([CH3:63])[CH3:61])=O)=O)([CH3:64])[CH3:63], predict the reaction product. The product is: [CH2:13]([O:15][C:16]([C:18]1[CH:19]2[N:43]([C:8]([O:11][C:62]([CH3:64])([CH3:63])[CH3:61])=[O:10])[CH:23]([CH2:24][C:25]=1[C:26]1[S:30][C:29]([CH2:31][O:32][CH2:33][CH2:34][OH:35])=[N:28][CH:27]=1)[CH2:22][N:21]([C:45]([O:47][C:48]([CH3:51])([CH3:50])[CH3:49])=[O:46])[CH2:20]2)=[O:17])[CH3:14]. (5) The product is: [OH:16][CH:17]1[CH2:22][CH2:21][N:20]([C:9]([O:11][C:12]([CH3:13])([CH3:14])[CH3:15])=[O:10])[CH2:19][CH2:18]1. Given the reactants [C:9](O[C:9]([O:11][C:12]([CH3:15])([CH3:14])[CH3:13])=[O:10])([O:11][C:12]([CH3:15])([CH3:14])[CH3:13])=[O:10].[OH:16][CH:17]1[CH2:22][CH2:21][NH:20][CH2:19][CH2:18]1.[OH-].[Na+].C(Cl)(Cl)Cl, predict the reaction product.